Task: Regression. Given two drug SMILES strings and cell line genomic features, predict the synergy score measuring deviation from expected non-interaction effect.. Dataset: NCI-60 drug combinations with 297,098 pairs across 59 cell lines (1) Drug 1: C1CN1C2=NC(=NC(=N2)N3CC3)N4CC4. Drug 2: COC1=CC(=CC(=C1O)OC)C2C3C(COC3=O)C(C4=CC5=C(C=C24)OCO5)OC6C(C(C7C(O6)COC(O7)C8=CC=CS8)O)O. Cell line: SF-295. Synergy scores: CSS=54.8, Synergy_ZIP=0.565, Synergy_Bliss=2.15, Synergy_Loewe=-3.32, Synergy_HSA=4.75. (2) Drug 1: C1CC(=O)NC(=O)C1N2CC3=C(C2=O)C=CC=C3N. Drug 2: CC=C1C(=O)NC(C(=O)OC2CC(=O)NC(C(=O)NC(CSSCCC=C2)C(=O)N1)C(C)C)C(C)C. Cell line: RPMI-8226. Synergy scores: CSS=71.0, Synergy_ZIP=-5.16, Synergy_Bliss=-6.92, Synergy_Loewe=-30.1, Synergy_HSA=-1.25. (3) Drug 1: COC1=CC(=CC(=C1O)OC)C2C3C(COC3=O)C(C4=CC5=C(C=C24)OCO5)OC6C(C(C7C(O6)COC(O7)C8=CC=CS8)O)O. Drug 2: CC1C(C(CC(O1)OC2CC(CC3=C2C(=C4C(=C3O)C(=O)C5=C(C4=O)C(=CC=C5)OC)O)(C(=O)C)O)N)O.Cl. Cell line: LOX IMVI. Synergy scores: CSS=56.6, Synergy_ZIP=5.98, Synergy_Bliss=5.63, Synergy_Loewe=9.42, Synergy_HSA=11.8.